From a dataset of Catalyst prediction with 721,799 reactions and 888 catalyst types from USPTO. Predict which catalyst facilitates the given reaction. (1) Product: [OH:1][C:7]1[CH:8]=[C:9]([C:16]([OH:18])=[O:17])[C:10](=[CH:14][CH:15]=1)[C:11]([OH:13])=[O:12]. Reactant: [OH-:1].[Na+].S([C:7]1[CH:8]=[C:9]([C:16]([OH:18])=[O:17])[C:10](=[CH:14][CH:15]=1)[C:11]([OH:13])=[O:12])(O)(=O)=O.Cl. The catalyst class is: 6. (2) Product: [ClH:23].[ClH:23].[F:1][C:2]1[CH:7]=[CH:6][CH:5]=[CH:4][C:3]=1[CH:8]([NH2:12])[C:9]([CH3:21])([NH2:10])[CH3:22]. Reactant: [F:1][C:2]1[CH:7]=[CH:6][CH:5]=[CH:4][C:3]=1[CH:8]1[N:12](C(OC(C)(C)C)=O)C(=O)[NH:10][C:9]1([CH3:22])[CH3:21].[ClH:23]. The catalyst class is: 15. (3) Reactant: [N:1]1([S:11]([C:14]2[CH:15]=[C:16]([N:20]3[C:29](=[O:30])[C:28]4[C:27]([C:31]([NH2:33])=O)=[CH:26][CH:25]=[CH:24][C:23]=4[NH:22][C:21]3=[O:34])[CH:17]=[CH:18][CH:19]=2)(=[O:13])=[O:12])[C:10]2[C:5](=[CH:6][CH:7]=[CH:8][CH:9]=2)[CH2:4][CH2:3][CH2:2]1.ClC(Cl)(OC(=O)OC(Cl)(Cl)Cl)Cl.O. Product: [N:1]1([S:11]([C:14]2[CH:15]=[C:16]([N:20]3[C:29](=[O:30])[C:28]4[C:27]([C:31]#[N:33])=[CH:26][CH:25]=[CH:24][C:23]=4[NH:22][C:21]3=[O:34])[CH:17]=[CH:18][CH:19]=2)(=[O:13])=[O:12])[C:10]2[C:5](=[CH:6][CH:7]=[CH:8][CH:9]=2)[CH2:4][CH2:3][CH2:2]1. The catalyst class is: 1. (4) Reactant: Cl.C([O:6][C:7](=[O:39])[CH2:8][CH2:9][O:10][CH:11]([CH3:38])[CH:12]([O:14][C:15]1[C:16]2[C:23]([C:24]3[CH:29]=[CH:28][C:27]([O:30][CH3:31])=[CH:26][CH:25]=3)=[C:22]([C:32]3[CH:37]=[CH:36][CH:35]=[CH:34][CH:33]=3)[O:21][C:17]=2[N:18]=[CH:19][N:20]=1)[CH3:13])(C)(C)C. Product: [CH3:31][O:30][C:27]1[CH:26]=[CH:25][C:24]([C:23]2[C:16]3[C:15]([O:14][CH:12]([CH3:13])[CH:11]([CH3:38])[O:10][CH2:9][CH2:8][C:7]([OH:39])=[O:6])=[N:20][CH:19]=[N:18][C:17]=3[O:21][C:22]=2[C:32]2[CH:37]=[CH:36][CH:35]=[CH:34][CH:33]=2)=[CH:29][CH:28]=1. The catalyst class is: 12.